This data is from Catalyst prediction with 721,799 reactions and 888 catalyst types from USPTO. The task is: Predict which catalyst facilitates the given reaction. (1) Reactant: CS(C)=O.C(Cl)(=O)C(Cl)=O.[C:11]([N:18]1[CH2:23][CH2:22][CH:21]([CH2:24][OH:25])[CH2:20][CH2:19]1)([O:13][C:14]([CH3:17])([CH3:16])[CH3:15])=[O:12].C(N(CC)CC)C.[NH4+].[Cl-]. Product: [CH:24]([CH:21]1[CH2:22][CH2:23][N:18]([C:11]([O:13][C:14]([CH3:17])([CH3:16])[CH3:15])=[O:12])[CH2:19][CH2:20]1)=[O:25]. The catalyst class is: 2. (2) Reactant: [CH3:1][C:2]1([CH3:33])[C:6](=[O:7])[N:5]([C:8]2[CH:15]=[CH:14][C:11]([C:12]#[N:13])=[C:10]([C:16]([F:19])([F:18])[F:17])[CH:9]=2)[C:4](=[S:20])[N:3]1[C:21]1[CH:26]=[CH:25][C:24]([CH:27]2[CH2:32][CH2:31][NH:30][CH2:29][CH2:28]2)=[CH:23][CH:22]=1.[CH3:34][C:35]([CH3:84])([CH3:83])[C@H:36]([NH:61][C:62](=[O:82])[CH2:63][O:64][CH2:65][CH2:66][CH2:67][O:68][CH2:69][CH2:70]OS(C1C=CC(C)=CC=1)(=O)=O)[C:37]([N:39]1[CH2:43][C@H:42]([OH:44])[CH2:41][C@H:40]1[C:45]([NH:47][CH2:48][C:49]1[CH:54]=[CH:53][C:52]([C:55]2[S:59][CH:58]=[N:57][C:56]=2[CH3:60])=[CH:51][CH:50]=1)=[O:46])=[O:38].C(=O)([O-])[O-].[K+].[K+].O. Product: [C:12]([C:11]1[CH:14]=[CH:15][C:8]([N:5]2[C:6](=[O:7])[C:2]([CH3:33])([CH3:1])[N:3]([C:21]3[CH:26]=[CH:25][C:24]([CH:27]4[CH2:32][CH2:31][N:30]([CH2:70][CH2:69][O:68][CH2:67][CH2:66][CH2:65][O:64][CH2:63][C:62]([NH:61][C@@H:36]([C:35]([CH3:34])([CH3:84])[CH3:83])[C:37]([N:39]5[CH2:43][C@H:42]([OH:44])[CH2:41][C@H:40]5[C:45]([NH:47][CH2:48][C:49]5[CH:54]=[CH:53][C:52]([C:55]6[S:59][CH:58]=[N:57][C:56]=6[CH3:60])=[CH:51][CH:50]=5)=[O:46])=[O:38])=[O:82])[CH2:29][CH2:28]4)=[CH:23][CH:22]=3)[C:4]2=[S:20])=[CH:9][C:10]=1[C:16]([F:17])([F:19])[F:18])#[N:13]. The catalyst class is: 9.